Dataset: CYP2C9 inhibition data for predicting drug metabolism from PubChem BioAssay. Task: Regression/Classification. Given a drug SMILES string, predict its absorption, distribution, metabolism, or excretion properties. Task type varies by dataset: regression for continuous measurements (e.g., permeability, clearance, half-life) or binary classification for categorical outcomes (e.g., BBB penetration, CYP inhibition). Dataset: cyp2c9_veith. (1) The compound is N#Cc1cccc(-c2nc(Nc3ccccc3)c3ccccc3n2)c1. The result is 0 (non-inhibitor). (2) The compound is CC(C)CN1CC[C@@]2(CCCN(C(=O)c3ccco3)C2)C1. The result is 0 (non-inhibitor). (3) The result is 0 (non-inhibitor). The molecule is CN1CCN(c2nc(-c3cccc(C#N)c3)nc3ccccc23)CC1.